Dataset: Reaction yield outcomes from USPTO patents with 853,638 reactions. Task: Predict the reaction yield, written as a fraction of the theoretical maximum amount of product (1.0 means a 100% yield; for example, 0.34 means a 34% yield). (1) The reactants are [F:1][C@@H:2]1[CH2:7][CH2:6][N:5](C(OCC2C=CC=CC=2)=O)[CH2:4][C@@H:3]1[NH:18][C:19]1[CH:24]=[N:23][CH:22]=[C:21]([C:25]2[CH:26]=[N:27][N:28]3[CH:33]=[CH:32][CH:31]=[CH:30][C:29]=23)[N:20]=1.Cl.O. The catalyst is CO. The product is [F:1][C@@H:2]1[CH2:7][CH2:6][NH:5][CH2:4][C@@H:3]1[NH:18][C:19]1[CH:24]=[N:23][CH:22]=[C:21]([C:25]2[CH:26]=[N:27][N:28]3[CH:33]=[CH:32][CH:31]=[CH:30][C:29]=23)[N:20]=1. The yield is 0.950. (2) The reactants are CCN=C=NCCCN(C)C.C1C=CC2N(O)N=NC=2C=1.[C:22]([O:26][CH2:27][CH:28]([CH3:32])[CH2:29][O:30][NH2:31])([CH3:25])([CH3:24])[CH3:23].[Br:33][C:34]1[CH:39]=[CH:38][C:37]([NH:40][C:41]2[C:49]([C:50](O)=[O:51])=[C:48]3[N:44]([CH2:45][CH:46]4[O:55][C:54]([CH3:57])([CH3:56])[O:53][CH:47]43)[C:43](=[O:58])[CH:42]=2)=[C:36]([F:59])[CH:35]=1. The catalyst is CN(C=O)C.C(Cl)Cl. The product is [C:22]([O:26][CH2:27][CH:28]([CH3:32])[CH2:29][O:30][NH:31][C:50]([C:49]1[C:41]([NH:40][C:37]2[CH:38]=[CH:39][C:34]([Br:33])=[CH:35][C:36]=2[F:59])=[CH:42][C:43](=[O:58])[N:44]2[C:48]=1[CH:47]1[O:53][C:54]([CH3:57])([CH3:56])[O:55][CH:46]1[CH2:45]2)=[O:51])([CH3:25])([CH3:23])[CH3:24]. The yield is 0.378. (3) The reactants are [Cl-].[CH2:2]([O:4][C:5]([C:7]1[C:16]2[C:17]3[C:22]([CH2:23][CH2:24][N+:15]=2[CH:14]=[C:13]2[C:8]=1[CH:9]=[CH:10][C:11]([O:30][CH3:31])=[C:12]2[O:28][CH3:29])=[CH:21][C:20]1[O:25][CH2:26][O:27][C:19]=1[CH:18]=3)=[O:6])[CH3:3].[BH4-].[Na+]. The catalyst is CO.[OH-].[Na+]. The product is [CH3:29][O:28][C:12]1[C:13]2[CH2:14][N:15]3[CH2:24][CH2:23][C:22]4[C:17]([C:16]3=[C:7]([C:5]([O:4][CH2:2][CH3:3])=[O:6])[C:8]=2[CH:9]=[CH:10][C:11]=1[O:30][CH3:31])=[CH:18][C:19]1[O:27][CH2:26][O:25][C:20]=1[CH:21]=4. The yield is 0.930. (4) The reactants are [F:1][C:2]1[CH:3]=[C:4]([CH:12]=[C:13]([F:17])[C:14]=1[CH2:15][OH:16])[C:5]([O:7][C:8]([CH3:11])([CH3:10])[CH3:9])=[O:6].CCN(CC)CC.[CH3:25][S:26](Cl)(=[O:28])=[O:27]. The catalyst is C(Cl)Cl. The yield is 0.890. The product is [F:1][C:2]1[CH:3]=[C:4]([CH:12]=[C:13]([F:17])[C:14]=1[CH2:15][O:16][S:26]([CH3:25])(=[O:28])=[O:27])[C:5]([O:7][C:8]([CH3:11])([CH3:10])[CH3:9])=[O:6]. (5) The reactants are Br[C:2]1[CH:3]=[C:4]2[C:8](=[CH:9][CH:10]=1)[N:7]([CH:11]1[CH2:16][CH2:15][CH2:14][CH2:13][O:12]1)[N:6]=[CH:5]2.C([O-])([O-])=O.[K+].[K+].[C:23]1(C)C=CC=C[CH:24]=1. The catalyst is O.C1C=CC([P]([Pd]([P](C2C=CC=CC=2)(C2C=CC=CC=2)C2C=CC=CC=2)([P](C2C=CC=CC=2)(C2C=CC=CC=2)C2C=CC=CC=2)[P](C2C=CC=CC=2)(C2C=CC=CC=2)C2C=CC=CC=2)(C2C=CC=CC=2)C2C=CC=CC=2)=CC=1. The product is [O:12]1[CH2:13][CH2:14][CH2:15][CH2:16][CH:11]1[N:7]1[C:8]2[C:4](=[CH:3][C:2]([CH:23]=[CH2:24])=[CH:10][CH:9]=2)[CH:5]=[N:6]1. The yield is 0.740. (6) The reactants are [CH3:1][O:2][C:3]1[CH:8]=[CH:7][CH:6]=[CH:5][C:4]=1[NH:9][S:10]([C:13]1[CH:14]=[C:15]([CH:19]=[CH:20][C:21]([OH:23])=O)[CH:16]=[CH:17][CH:18]=1)(=[O:12])=[O:11].[Cl:24]CCl. The catalyst is CN(C)C=O. The product is [CH3:1][O:2][C:3]1[CH:8]=[CH:7][CH:6]=[CH:5][C:4]=1[NH:9][S:10]([C:13]1[CH:14]=[C:15]([CH:19]=[CH:20][C:21]([Cl:24])=[O:23])[CH:16]=[CH:17][CH:18]=1)(=[O:12])=[O:11]. The yield is 0.970. (7) The reactants are [H-].[Na+].[CH2:3]([O:10][CH2:11][CH2:12][O:13][CH2:14][CH2:15][O:16][CH2:17][CH2:18][O:19][CH2:20][CH2:21][O:22][CH2:23][CH2:24][O:25][C:26]1[CH:27]=[C:28]([CH:45]=[C:46]([O:48][CH2:49][CH2:50][O:51][CH2:52][CH2:53][O:54][CH2:55][CH2:56][O:57][CH2:58][CH2:59][O:60][CH2:61][CH2:62][O:63][CH2:64][C:65]2[CH:70]=[CH:69][CH:68]=[CH:67][CH:66]=2)[CH:47]=1)[O:29][CH2:30][CH2:31][O:32][CH2:33][CH2:34][O:35][CH2:36][CH2:37][O:38][CH2:39][CH2:40][O:41][CH2:42][CH2:43][OH:44])[C:4]1[CH:9]=[CH:8][CH:7]=[CH:6][CH:5]=1.[C:71]([O:75][C:76](=[O:79])[CH2:77]Br)([CH3:74])([CH3:73])[CH3:72]. The catalyst is C1COCC1.CN(C=O)C.C1COCC1. The product is [C:71]([O:75][C:76](=[O:79])[CH2:77][O:44][CH2:43][CH2:42][O:41][CH2:40][CH2:39][O:38][CH2:37][CH2:36][O:35][CH2:34][CH2:33][O:32][CH2:31][CH2:30][O:29][C:28]1[CH:27]=[C:26]([O:25][CH2:24][CH2:23][O:22][CH2:21][CH2:20][O:19][CH2:18][CH2:17][O:16][CH2:15][CH2:14][O:13][CH2:12][CH2:11][O:10][CH2:3][C:4]2[CH:9]=[CH:8][CH:7]=[CH:6][CH:5]=2)[CH:47]=[C:46]([O:48][CH2:49][CH2:50][O:51][CH2:52][CH2:53][O:54][CH2:55][CH2:56][O:57][CH2:58][CH2:59][O:60][CH2:61][CH2:62][O:63][CH2:64][C:65]2[CH:70]=[CH:69][CH:68]=[CH:67][CH:66]=2)[CH:45]=1)([CH3:74])([CH3:73])[CH3:72]. The yield is 0.450. (8) The catalyst is C(#N)C.C1C=CC(/C=C/C(/C=C/C2C=CC=CC=2)=O)=CC=1.C1C=CC(/C=C/C(/C=C/C2C=CC=CC=2)=O)=CC=1.C1C=CC(/C=C/C(/C=C/C2C=CC=CC=2)=O)=CC=1.[Pd].[Pd]. The product is [C:37]([O:36][C@@H:31]([C:12]1[C:13]([CH3:30])=[N:14][C:15]2=[CH:19][C:18]3=[N:17][N:16]2[C:11]=1[N:8]1[CH2:9][CH2:10][C:5]([CH3:41])([O:4][CH2:1][CH:2]=[CH:3][C:24]2[CH:25]=[CH:26][CH:27]=[CH:28][C:23]=2[CH2:22][O:21][CH2:20]3)[CH2:6][CH2:7]1)[C:32]([O:34][CH3:35])=[O:33])([CH3:40])([CH3:39])[CH3:38]. The reactants are [CH2:1]([O:4][C:5]1([CH3:41])[CH2:10][CH2:9][N:8]([C:11]2[N:16]3[N:17]=[C:18]([CH2:20][O:21][CH2:22][C:23]4[CH:28]=[CH:27][CH:26]=[CH:25][C:24]=4Br)[CH:19]=[C:15]3[N:14]=[C:13]([CH3:30])[C:12]=2[C@H:31]([O:36][C:37]([CH3:40])([CH3:39])[CH3:38])[C:32]([O:34][CH3:35])=[O:33])[CH2:7][CH2:6]1)[CH:2]=[CH2:3].CCN(CC)CC.C1(P(C2C=CC=CC=2)C2C=CC=CC=2)C=CC=CC=1. The yield is 0.780. (9) The reactants are CC1C=C(C)C=C(C)C=1[Mg]Br.C1([Mg]Br)C=CC=CC=1.[C:20]1([CH3:32])[CH:25]=[C:24]([CH3:26])[CH:23]=[C:22]([CH3:27])[C:21]=1[C:28](O)([CH3:30])[CH3:29]. The catalyst is COC1CCCC1.C1COCC1. The product is [CH3:30][C:28]([C:21]1[C:22]([CH3:27])=[CH:23][C:24]([CH3:26])=[CH:25][C:20]=1[CH3:32])=[CH2:29]. The yield is 0.819.